Dataset: M1 muscarinic receptor agonist screen with 61,833 compounds. Task: Binary Classification. Given a drug SMILES string, predict its activity (active/inactive) in a high-throughput screening assay against a specified biological target. (1) The drug is S(c1n(CCc2ccccc2)c(nn1)Cc1n(ccc1)C)CC(=O)Nc1noc(c1)C. The result is 0 (inactive). (2) The drug is S(=O)(=O)(NCC(C)C)c1cc(c(OCC(=O)NCc2ncccc2)cc1)C. The result is 0 (inactive). (3) The molecule is S(=O)(=O)(N1CCN(C2CCN(CC2)C(OCC)=O)CC1)CC. The result is 0 (inactive). (4) The result is 0 (inactive). The molecule is S(=O)(=O)(N(C)C)c1cc(C(OCC(=O)N2C(C(=O)Nc3c2cccc3)(C)C)=O)ccc1. (5) The drug is O1N=C(CC1C(=O)NCc1occc1)c1cc(OC)ccc1. The result is 0 (inactive). (6) The compound is Fc1ccc(Cn2c3nc4c(nc3c(c2N)C(=O)NCc2occc2)cccc4)cc1. The result is 0 (inactive). (7) The molecule is Cl\C(Cl)=C/COc1ccc(NC(=O)C)cc1. The result is 0 (inactive). (8) The molecule is Fc1cc2n([O-])c3CCCCc3[n+](=O)c2cc1. The result is 0 (inactive).